The task is: Predict which catalyst facilitates the given reaction.. This data is from Catalyst prediction with 721,799 reactions and 888 catalyst types from USPTO. (1) Reactant: [OH:1][CH:2]1[CH2:7][CH2:6][N:5]([C:8]([O:10][C:11]([CH3:14])([CH3:13])[CH3:12])=[O:9])[CH2:4][CH2:3]1.C(N(CC)CC)C.[CH3:22][S:23](Cl)(=[O:25])=[O:24]. Product: [CH3:22][S:23]([O:1][CH:2]1[CH2:3][CH2:4][N:5]([C:8]([O:10][C:11]([CH3:14])([CH3:13])[CH3:12])=[O:9])[CH2:6][CH2:7]1)(=[O:25])=[O:24]. The catalyst class is: 172. (2) Reactant: [Si]([O:8][N:9]=[C:10]1[C:18]2[C:13](=[CH:14][C:15]([NH:19][C:20]3[C:28]4[C:23](=[CH:24][N:25]=[CH:26][CH:27]=4)[O:22][C:21]=3[C:29]([CH:31]3[CH2:36][CH2:35][O:34][CH2:33][CH2:32]3)=[O:30])=[CH:16][CH:17]=2)[CH2:12][CH2:11]1)(C(C)(C)C)(C)C.C(O)(C(F)(F)F)=O. The catalyst class is: 2. Product: [OH:8][N:9]=[C:10]1[C:18]2[C:13](=[CH:14][C:15]([NH:19][C:20]3[C:28]4[C:23](=[CH:24][N:25]=[CH:26][CH:27]=4)[O:22][C:21]=3[C:29]([CH:31]3[CH2:32][CH2:33][O:34][CH2:35][CH2:36]3)=[O:30])=[CH:16][CH:17]=2)[CH2:12][CH2:11]1. (3) Reactant: [CH3:1][C:2]1[C:3]([N:9]2[CH2:14][CH2:13][N:12]([C:15]([C:17]3[CH:22]=[CH:21][C:20]([N:23]4[CH:27]([CH3:28])[CH2:26][CH2:25][C:24]4=[O:29])=[CH:19][C:18]=3[N:30]3[CH2:34][CH2:33][CH2:32][C:31]3=[O:35])=[O:16])[CH2:11][CH2:10]2)=[N:4][CH:5]=[C:6]([CH3:8])[CH:7]=1.[ClH:36].C(OCC)(=O)C. Product: [ClH:36].[CH3:1][C:2]1[C:3]([N:9]2[CH2:14][CH2:13][N:12]([C:15]([C:17]3[CH:22]=[CH:21][C:20]([N:23]4[CH:27]([CH3:28])[CH2:26][CH2:25][C:24]4=[O:29])=[CH:19][C:18]=3[N:30]3[CH2:34][CH2:33][CH2:32][C:31]3=[O:35])=[O:16])[CH2:11][CH2:10]2)=[N:4][CH:5]=[C:6]([CH3:8])[CH:7]=1. The catalyst class is: 13.